From a dataset of Forward reaction prediction with 1.9M reactions from USPTO patents (1976-2016). Predict the product of the given reaction. (1) Given the reactants Br[C:2]1[S:6][C:5]([N:7]2[CH2:11][C@:10]3([CH:16]4[CH2:17][CH2:18][N:13]([CH2:14][CH2:15]4)[CH2:12]3)[O:9][C:8]2=[O:19])=[CH:4][CH:3]=1.[O:20]1[CH:24]=[CH:23][C:22](B(O)O)=[CH:21]1, predict the reaction product. The product is: [O:20]1[CH:24]=[CH:23][C:22]([C:2]2[S:6][C:5]([N:7]3[CH2:11][C@:10]4([CH:16]5[CH2:17][CH2:18][N:13]([CH2:14][CH2:15]5)[CH2:12]4)[O:9][C:8]3=[O:19])=[CH:4][CH:3]=2)=[CH:21]1. (2) Given the reactants Br[C:2]1[C:3](=[O:17])[N:4]([CH2:8][C:9]2[CH:14]=[CH:13][C:12]([O:15][CH3:16])=[CH:11][CH:10]=2)[C:5](=[O:7])[CH:6]=1.[Cl:18][C:19]1[CH:20]=[C:21](B(O)O)[CH:22]=[CH:23][C:24]=1[Cl:25].[F-].[Cs+], predict the reaction product. The product is: [Cl:18][C:19]1[CH:20]=[C:21]([C:2]2[C:3](=[O:17])[N:4]([CH2:8][C:9]3[CH:14]=[CH:13][C:12]([O:15][CH3:16])=[CH:11][CH:10]=3)[C:5](=[O:7])[CH:6]=2)[CH:22]=[CH:23][C:24]=1[Cl:25]. (3) Given the reactants CO[C:3]1([O:10]C)[CH:8]=[CH:7][C:6](=[O:9])[CH:5]=[CH:4]1.[C:12]1([S:18]([N:21]2[C:29]3[C:24](=[CH:25][C:26]([O:30][CH3:31])=[CH:27][CH:28]=3)[CH:23]=[CH:22]2)(=[O:20])=[O:19])[CH:17]=[CH:16][CH:15]=[CH:14][CH:13]=1, predict the reaction product. The product is: [C:12]1([S:18]([N:21]2[C:29]3[C:24](=[CH:25][C:26]([O:30][CH3:31])=[CH:27][CH:28]=3)[CH:23]=[C:22]2[C:3]2([OH:10])[CH:4]=[CH:5][C:6](=[O:9])[CH:7]=[CH:8]2)(=[O:19])=[O:20])[CH:13]=[CH:14][CH:15]=[CH:16][CH:17]=1. (4) Given the reactants [Cl:1][C:2]1[CH:3]=[C:4]2[C:8](=[CH:9][CH:10]=1)[C:7](=O)[CH2:6][CH2:5]2.[NH:12]1[C:20]2[C:15](=[CH:16][CH:17]=[CH:18][CH:19]=2)[CH2:14][C:13]1=[O:21].N1CCCCC1.O, predict the reaction product. The product is: [Cl:1][C:2]1[CH:3]=[C:4]2[C:8](=[CH:9][CH:10]=1)[C:7](=[C:14]1[C:15]3[C:20](=[CH:19][CH:18]=[CH:17][CH:16]=3)[NH:12][C:13]1=[O:21])[CH2:6][CH2:5]2. (5) Given the reactants [CH:1]1([CH2:7][CH2:8][C:9]2[C:10]3[CH2:31][NH:30][CH2:29][CH2:28][C:11]=3[N:12]=[C:13]([NH:15][C:16]3[CH:21]=[CH:20][C:19]([N:22]4[CH:26]=[CH:25][N:24]=[C:23]4[CH3:27])=[CH:18][CH:17]=3)[N:14]=2)[CH2:6][CH2:5][CH2:4][CH2:3][CH2:2]1.[C:32](OC(=O)C)(=[O:34])[CH3:33], predict the reaction product. The product is: [CH:1]1([CH2:7][CH2:8][C:9]2[C:10]3[CH2:31][N:30]([C:32](=[O:34])[CH3:33])[CH2:29][CH2:28][C:11]=3[N:12]=[C:13]([NH:15][C:16]3[CH:21]=[CH:20][C:19]([N:22]4[CH:26]=[CH:25][N:24]=[C:23]4[CH3:27])=[CH:18][CH:17]=3)[N:14]=2)[CH2:6][CH2:5][CH2:4][CH2:3][CH2:2]1. (6) Given the reactants [C:1]12([C:11]([N:13]3[CH2:22][CH2:21][C:20]4[C:15](=[CH:16][C:17]([O:24][CH3:25])=[C:18]([OH:23])[CH:19]=4)[CH2:14]3)=[O:12])[CH2:10][CH:5]3[CH2:6][CH:7]([CH2:9][CH:3]([CH2:4]3)[CH2:2]1)[CH2:8]2.[C:26](=O)([O-])[O-].[K+].[K+].CI, predict the reaction product. The product is: [C:1]12([C:11]([N:13]3[CH2:22][CH2:21][C:20]4[C:15](=[CH:16][C:17]([O:24][CH3:25])=[C:18]([O:23][CH3:26])[CH:19]=4)[CH2:14]3)=[O:12])[CH2:10][CH:5]3[CH2:4][CH:3]([CH2:9][CH:7]([CH2:6]3)[CH2:8]1)[CH2:2]2. (7) Given the reactants [S:1]1[CH:5]=[CH:4][N:3]=[C:2]1[C:6](=O)[CH2:7][C:8]1[CH:13]=[CH:12][CH:11]=[CH:10][CH:9]=1.[Br:15][C:16]1[CH:17]=[CH:18][C:19]([NH:22]N)=[N:20][CH:21]=1, predict the reaction product. The product is: [Br:15][C:16]1[CH:17]=[C:18]2[C:7]([C:8]3[CH:13]=[CH:12][CH:11]=[CH:10][CH:9]=3)=[C:6]([C:2]3[S:1][CH:5]=[CH:4][N:3]=3)[NH:22][C:19]2=[N:20][CH:21]=1. (8) Given the reactants [CH2:1]([CH:9]([CH2:16][CH2:17][C:18]1[CH:23]=[CH:22][CH:21]=[CH:20][CH:19]=1)[CH2:10][C:11]([O:13]CC)=[O:12])[CH2:2][C:3]1[CH:8]=[CH:7][CH:6]=[CH:5][CH:4]=1.[OH-].[K+].Cl, predict the reaction product. The product is: [CH2:16]([CH:9]([CH2:1][CH2:2][C:3]1[CH:8]=[CH:7][CH:6]=[CH:5][CH:4]=1)[CH2:10][C:11]([OH:13])=[O:12])[CH2:17][C:18]1[CH:23]=[CH:22][CH:21]=[CH:20][CH:19]=1. (9) Given the reactants O.O.[Sn](Cl)(Cl)(Cl)Cl.[N+](C1C=CC2C(=CC=CC=2)N=1)([O-])=O.[C:21]([C:25]1[CH:29]=[C:28]([NH:30][C:31]2[C:40]3[C:35](=[CH:36][CH:37]=[C:38]([N+:41]([O-])=O)[CH:39]=3)[N:34]=[CH:33][C:32]=2[C:44]#[N:45])[N:27]([CH3:46])[N:26]=1)([CH3:24])([CH3:23])[CH3:22], predict the reaction product. The product is: [NH2:41][C:38]1[CH:39]=[C:40]2[C:35](=[CH:36][CH:37]=1)[N:34]=[CH:33][C:32]([C:44]#[N:45])=[C:31]2[NH:30][C:28]1[N:27]([CH3:46])[N:26]=[C:25]([C:21]([CH3:24])([CH3:23])[CH3:22])[CH:29]=1. (10) Given the reactants [Br-].[CH2:2]([O:4][C:5](=[O:10])[CH2:6][CH2:7][CH2:8][Zn+])[CH3:3].Cl[C:12]1[N:17]=[C:16]([Cl:18])[CH:15]=[C:14]([N:19]2[CH2:24][CH2:23][O:22][CH2:21][CH2:20]2)[N:13]=1, predict the reaction product. The product is: [Cl:18][C:16]1[CH:15]=[C:14]([N:19]2[CH2:24][CH2:23][O:22][CH2:21][CH2:20]2)[N:13]=[C:12]([CH2:8][CH2:7][CH2:6][C:5]([O:4][CH2:2][CH3:3])=[O:10])[N:17]=1.